From a dataset of Full USPTO retrosynthesis dataset with 1.9M reactions from patents (1976-2016). Predict the reactants needed to synthesize the given product. (1) Given the product [CH3:1][O:2][C:3](=[O:20])[CH2:4][C:5]1[CH:10]=[CH:9][C:8]([CH:29]2[CH2:31][CH2:30]2)=[C:7]([O:12][Si:13]([C:16]([CH3:19])([CH3:18])[CH3:17])([CH3:15])[CH3:14])[CH:6]=1, predict the reactants needed to synthesize it. The reactants are: [CH3:1][O:2][C:3](=[O:20])[CH2:4][C:5]1[CH:10]=[CH:9][C:8](Br)=[C:7]([O:12][Si:13]([C:16]([CH3:19])([CH3:18])[CH3:17])([CH3:15])[CH3:14])[CH:6]=1.P([O-])([O-])([O-])=O.[K+].[K+].[K+].[CH:29]1(B(O)O)[CH2:31][CH2:30]1.C1(P(C2CCCCC2)C2CCCCC2)CCCCC1. (2) The reactants are: [CH3:1][N:2]1[CH2:7][CH2:6][NH:5][CH2:4][CH:3]1[C:8]1[CH:16]=[C:15]2[C:11]([CH:12]=[CH:13][N:14]2[Si](C(C)C)(C(C)C)C(C)C)=[CH:10][CH:9]=1.CCCC[N+](CCCC)(CCCC)CCCC.[F-]. Given the product [CH3:1][N:2]1[CH2:7][CH2:6][NH:5][CH2:4][CH:3]1[C:8]1[CH:16]=[C:15]2[C:11]([CH:12]=[CH:13][NH:14]2)=[CH:10][CH:9]=1, predict the reactants needed to synthesize it.